From a dataset of Reaction yield outcomes from USPTO patents with 853,638 reactions. Predict the reaction yield, written as a fraction of the theoretical maximum amount of product (1.0 means a 100% yield; for example, 0.34 means a 34% yield). The catalyst is CC(N(C)C)=O. The reactants are [Cl:1][C:2]1[N:3]=[CH:4][C:5]2[NH:11][C:10](=[O:12])[C:9]([CH2:14][CH3:15])([F:13])[CH2:8][N:7]([CH:16]3[CH2:20][CH2:19][CH2:18][CH2:17]3)[C:6]=2[N:21]=1.[H-].[Na+].[CH3:24]I. The yield is 0.800. The product is [Cl:1][C:2]1[N:3]=[CH:4][C:5]2[N:11]([CH3:24])[C:10](=[O:12])[C:9]([CH2:14][CH3:15])([F:13])[CH2:8][N:7]([CH:16]3[CH2:17][CH2:18][CH2:19][CH2:20]3)[C:6]=2[N:21]=1.